Predict the reactants needed to synthesize the given product. From a dataset of Full USPTO retrosynthesis dataset with 1.9M reactions from patents (1976-2016). (1) Given the product [CH3:11][O:12][C:13](=[O:24])[C:14]1[CH:19]=[CH:18][C:17]([CH2:20][CH2:21][CH2:22][C:10]2[C:9]3[C:4](=[CH:5][CH:6]=[CH:7][CH:8]=3)[NH:3][C:2]=2[CH3:1])=[CH:16][CH:15]=1, predict the reactants needed to synthesize it. The reactants are: [CH3:1][C:2]1[NH:3][C:4]2[C:9]([CH:10]=1)=[CH:8][CH:7]=[CH:6][CH:5]=2.[CH3:11][O:12][C:13](=[O:24])[C:14]1[CH:19]=[CH:18][C:17]([CH2:20][CH2:21][CH:22]=O)=[CH:16][CH:15]=1.C(O)(C(F)(F)F)=O.C([SiH](CC)CC)C. (2) Given the product [O:22]1[CH2:26][CH2:25][CH:24]([NH:27][C:3]([C:5]2[S:9][C:8]([CH2:10][CH2:11][C:12]3[C:13]([CH2:18][CH2:19][CH2:20][CH3:21])=[N:14][O:15][C:16]=3[CH3:17])=[N:7][CH:6]=2)=[O:4])[CH2:23]1, predict the reactants needed to synthesize it. The reactants are: CO[C:3]([C:5]1[S:9][C:8]([CH2:10][CH2:11][C:12]2[C:13]([CH2:18][CH2:19][CH2:20][CH3:21])=[N:14][O:15][C:16]=2[CH3:17])=[N:7][CH:6]=1)=[O:4].[O:22]1[CH2:26][CH2:25][CH:24]([NH2:27])[CH2:23]1.